From a dataset of NCI-60 drug combinations with 297,098 pairs across 59 cell lines. Regression. Given two drug SMILES strings and cell line genomic features, predict the synergy score measuring deviation from expected non-interaction effect. (1) Drug 1: CN1CCC(CC1)COC2=C(C=C3C(=C2)N=CN=C3NC4=C(C=C(C=C4)Br)F)OC. Drug 2: CC1=C(C(=CC=C1)Cl)NC(=O)C2=CN=C(S2)NC3=CC(=NC(=N3)C)N4CCN(CC4)CCO. Cell line: SK-MEL-28. Synergy scores: CSS=6.93, Synergy_ZIP=-0.987, Synergy_Bliss=1.32, Synergy_Loewe=-6.07, Synergy_HSA=-1.60. (2) Drug 1: C1=NC2=C(N=C(N=C2N1C3C(C(C(O3)CO)O)O)F)N. Drug 2: CC1CCCC2(C(O2)CC(NC(=O)CC(C(C(=O)C(C1O)C)(C)C)O)C(=CC3=CSC(=N3)C)C)C. Cell line: SF-295. Synergy scores: CSS=48.1, Synergy_ZIP=1.49, Synergy_Bliss=-0.741, Synergy_Loewe=-41.1, Synergy_HSA=-0.543. (3) Cell line: SNB-19. Drug 2: CC1C(C(CC(O1)OC2CC(CC3=C2C(=C4C(=C3O)C(=O)C5=CC=CC=C5C4=O)O)(C(=O)C)O)N)O. Drug 1: C1=CC(=CC=C1CC(C(=O)O)N)N(CCCl)CCCl.Cl. Synergy scores: CSS=37.4, Synergy_ZIP=-1.66, Synergy_Bliss=0.136, Synergy_Loewe=-14.4, Synergy_HSA=-0.0287.